From a dataset of Full USPTO retrosynthesis dataset with 1.9M reactions from patents (1976-2016). Predict the reactants needed to synthesize the given product. Given the product [C:15]([O:19][C:20](=[O:31])[NH:21][CH2:22][CH2:23][C:24]1[CH:29]=[CH:28][C:27]([O:30][C:5]2[CH:6]=[CH:7][C:2]([Cl:1])=[C:3]([C:11]([F:14])([F:13])[F:12])[CH:4]=2)=[CH:26][CH:25]=1)([CH3:18])([CH3:16])[CH3:17], predict the reactants needed to synthesize it. The reactants are: [Cl:1][C:2]1[CH:7]=[CH:6][C:5](B(O)O)=[CH:4][C:3]=1[C:11]([F:14])([F:13])[F:12].[C:15]([O:19][C:20](=[O:31])[NH:21][CH2:22][CH2:23][C:24]1[CH:29]=[CH:28][C:27]([OH:30])=[CH:26][CH:25]=1)([CH3:18])([CH3:17])[CH3:16].C(N(CC)CC)C.N1C=CC=CC=1.